From a dataset of Peptide-MHC class I binding affinity with 185,985 pairs from IEDB/IMGT. Regression. Given a peptide amino acid sequence and an MHC pseudo amino acid sequence, predict their binding affinity value. This is MHC class I binding data. (1) The peptide sequence is IYSTVASSL. The MHC is H-2-Db with pseudo-sequence H-2-Db. The binding affinity (normalized) is 0. (2) The peptide sequence is LEKARGSTY. The MHC is HLA-A26:01 with pseudo-sequence HLA-A26:01. The binding affinity (normalized) is 0. (3) The peptide sequence is SQMPPQKIM. The MHC is HLA-B58:01 with pseudo-sequence HLA-B58:01. The binding affinity (normalized) is 0.0847. (4) The peptide sequence is ILSPFLPLL. The MHC is Patr-A0701 with pseudo-sequence Patr-A0701. The binding affinity (normalized) is 0.504. (5) The peptide sequence is YTYPCIPEY. The MHC is HLA-B40:01 with pseudo-sequence HLA-B40:01. The binding affinity (normalized) is 0.0847. (6) The peptide sequence is VPAWLPLGI. The MHC is HLA-B51:01 with pseudo-sequence HLA-B51:01. The binding affinity (normalized) is 0.560. (7) The peptide sequence is HPRVSSEVHI. The MHC is HLA-A68:02 with pseudo-sequence HLA-A68:02. The binding affinity (normalized) is 0. (8) The MHC is HLA-B53:01 with pseudo-sequence HLA-B53:01. The peptide sequence is APATVCGPKL. The binding affinity (normalized) is 0.0000481.